From a dataset of Catalyst prediction with 721,799 reactions and 888 catalyst types from USPTO. Predict which catalyst facilitates the given reaction. (1) Reactant: [CH2:1]([C:5]1([CH3:34])[C:14]2[C:9](=[CH:10][CH:11]=[CH:12][CH:13]=2)[C:8]([OH:15])=[C:7]([C:16]2[NH:21][C:20]3[CH:22]=[CH:23][C:24]([O:26][CH2:27][C:28]([NH2:30])=[O:29])=[CH:25][C:19]=3[S:18](=[O:32])(=[O:31])[N:17]=2)[C:6]1=[O:33])[CH2:2][CH2:3][CH3:4].[OH-].[Na+:36]. Product: [NH2:30][C:28](=[O:29])[CH2:27][O:26][C:24]1[CH:23]=[CH:22][C:20]2[NH:21][C:16]([C:7]3[C:6](=[O:33])[C:5]([CH2:1][CH2:2][CH2:3][CH3:4])([CH3:34])[C:14]4[C:9](=[CH:10][CH:11]=[CH:12][CH:13]=4)[C:8]=3[O-:15])=[N:17][S:18](=[O:31])(=[O:32])[C:19]=2[CH:25]=1.[Na+:36]. The catalyst class is: 6. (2) Reactant: [P:1]([O-:19])([O:11][CH2:12][C:13]1[CH:18]=[CH:17][CH:16]=[CH:15][CH:14]=1)([O:3][CH2:4][C:5]1[CH:10]=[CH:9][CH:8]=[CH:7][CH:6]=1)=[O:2].C(Cl)(=O)C(Cl)=O.[CH2:26]1[N:31]([CH2:32][CH2:33][CH2:34][CH2:35][O:36][C:37]2[CH:42]=[CH:41][C:40]3[CH:43]=[CH:44][C:45]([NH:47][C:39]=3[CH:38]=2)=O)[CH2:30][CH2:29][N:28]([C:48]2[CH:53]=[CH:52][CH:51]=[C:50]([Cl:54])[C:49]=2[Cl:55])[CH2:27]1.CC(C)([O-])C.[K+]. Product: [P:1]([O:3][CH2:4][C:5]1[CH:10]=[CH:9][CH:8]=[CH:7][CH:6]=1)([O:11][CH2:12][C:13]1[CH:18]=[CH:17][CH:16]=[CH:15][CH:14]=1)([O:19][C:45]1[CH:44]=[CH:43][C:40]2[C:39](=[CH:38][C:37]([O:36][CH2:35][CH2:34][CH2:33][CH2:32][N:31]3[CH2:30][CH2:29][N:28]([C:48]4[CH:53]=[CH:52][CH:51]=[C:50]([Cl:54])[C:49]=4[Cl:55])[CH2:27][CH2:26]3)=[CH:42][CH:41]=2)[N:47]=1)=[O:2]. The catalyst class is: 120. (3) Reactant: [CH2:1]([NH:3][C:4]([NH:6][C:7]1[S:8][C:9]2[C:15]([C:16]3[CH:21]=[CH:20][CH:19]=[CH:18][N:17]=3)=[CH:14][C:13]([C:22]3[CH:23]=[N:24][C:25](C(O)(C)C)=[N:26][CH:27]=3)=[CH:12][C:10]=2[N:11]=1)=[O:5])[CH3:2].BrC1C=NC([CH2:39][P:40]([O:45][CH2:46][CH3:47])([O:42][CH2:43][CH3:44])=[O:41])=NC=1.C([O-])([O-])=O.[Cs+].[Cs+]. Product: [CH2:43]([O:42][P:40]([CH2:39][C:25]1[N:24]=[CH:23][C:22]([C:13]2[CH:14]=[C:15]([C:16]3[CH:21]=[CH:20][CH:19]=[CH:18][N:17]=3)[C:9]3[S:8][C:7]([NH:6][C:4]([NH:3][CH2:1][CH3:2])=[O:5])=[N:11][C:10]=3[CH:12]=2)=[CH:27][N:26]=1)([O:45][CH2:46][CH3:47])=[O:41])[CH3:44]. The catalyst class is: 551. (4) Reactant: [Br:1][C:2]1[CH:20]=[CH:19][C:5]([CH2:6][N:7]2[C:11]3[CH:12]=[CH:13][C:14]([C:16]([OH:18])=O)=[CH:15][C:10]=3[N:9]=[CH:8]2)=[CH:4][CH:3]=1.[CH:21]([C:24]1[CH:25]=[C:26]([C@@H:30]([NH2:32])[CH3:31])[CH:27]=[CH:28][CH:29]=1)([CH3:23])[CH3:22].CN(C(ON1N=NC2C=CC=NC1=2)=[N+](C)C)C.F[P-](F)(F)(F)(F)F.CCN(C(C)C)C(C)C. Product: [Br:1][C:2]1[CH:3]=[CH:4][C:5]([CH2:6][N:7]2[C:11]3[CH:12]=[CH:13][C:14]([C:16]([NH:32][C@H:30]([C:26]4[CH:27]=[CH:28][CH:29]=[C:24]([CH:21]([CH3:23])[CH3:22])[CH:25]=4)[CH3:31])=[O:18])=[CH:15][C:10]=3[N:9]=[CH:8]2)=[CH:19][CH:20]=1. The catalyst class is: 18. (5) Reactant: [NH2:1][C:2]1[CH:12]=[CH:11][C:5]2[S:6](=[O:10])(=[O:9])[CH2:7][CH2:8][C:4]=2[C:3]=1[C:13]([OH:15])=O.[CH:16]([NH2:18])=O.O. Product: [O:9]=[S:6]1(=[O:10])[C:5]2=[CH:11][CH:12]=[C:2]3[C:3]([C:13](=[O:15])[NH:18][CH:16]=[N:1]3)=[C:4]2[CH2:8][CH2:7]1. The catalyst class is: 9. (6) Reactant: [CH3:1][CH:2]([C:4]1[S:8][CH:7]=[C:6]([CH2:9][N:10]([C:12]([NH:14][C@H:15]([C:24]([NH:26][C@@H:27]([CH2:48][C:49]2[CH:50]=[CH:51][CH:52]=[CH:53][CH:54]=2)[CH2:28][CH2:29][C@@H:30]([NH:38][C:39]([O:41][CH2:42][C:43]2[S:47][CH:46]=[N:45][CH:44]=2)=[O:40])[CH2:31][C:32]2[CH:33]=[CH:34][CH:35]=[CH:36][CH:37]=2)=[O:25])[CH2:16][CH2:17][N:18]2[CH2:23][CH2:22][O:21][CH2:20][CH2:19]2)=[O:13])[CH3:11])[N:5]=1)[CH3:3].[C:55]([O:58]CC)(=[O:57])[CH3:56].C(O)(=O)C. The catalyst class is: 194. Product: [CH3:3][CH:2]([C:4]1[S:8][CH:7]=[C:6]([CH2:9][N:10]([C:12]([NH:14][C@H:15]([C:24]([NH:26][C@@H:27]([CH2:48][C:49]2[CH:54]=[CH:53][CH:52]=[CH:51][CH:50]=2)[CH2:28][CH2:29][C@@H:30]([NH:38][C:39]([O:41][CH2:42][C:43]2[S:47][CH:46]=[N:45][CH:44]=2)=[O:40])[CH2:31][C:32]2[CH:33]=[CH:34][CH:35]=[CH:36][CH:37]=2)=[O:25])[CH2:16][CH2:17][N:18]2[CH2:23][CH2:22][O:21][CH2:20][CH2:19]2)=[O:13])[CH3:11])[N:5]=1)[CH3:1].[C:55]([O-:58])(=[O:57])[CH3:56]. (7) Reactant: [CH:1]1([N:4]([CH2:12][C:13]2[CH:14]=[C:15]([CH:23]=[CH:24][C:25]([O:27][CH3:28])=[O:26])[CH:16]=[C:17]3[C:22]=2[N:21]=[CH:20][CH:19]=[CH:18]3)[C:5]([O:7][C:8]([CH3:11])([CH3:10])[CH3:9])=[O:6])[CH2:3][CH2:2]1. Product: [CH:1]1([N:4]([CH2:12][C:13]2[CH:14]=[C:15]([CH2:23][CH2:24][C:25]([O:27][CH3:28])=[O:26])[CH:16]=[C:17]3[C:22]=2[N:21]=[CH:20][CH:19]=[CH:18]3)[C:5]([O:7][C:8]([CH3:10])([CH3:11])[CH3:9])=[O:6])[CH2:3][CH2:2]1. The catalyst class is: 99.